Task: Predict the product of the given reaction.. Dataset: Forward reaction prediction with 1.9M reactions from USPTO patents (1976-2016) (1) The product is: [CH:36]1[CH:35]=[CH:34][C:33]([S:30]([N:28]([S:25]([C:22]2[CH:23]=[CH:24][CH:19]=[CH:20][CH:21]=2)(=[O:26])=[O:27])[F:29])(=[O:31])=[O:32])=[CH:38][CH:37]=1.[C:1]([O:5][C:6]([NH:8][C:9]1[S:10][C:11]([F:43])=[CH:12][N:13]=1)=[O:7])([CH3:4])([CH3:2])[CH3:3]. Given the reactants [C:1]([O:5][C:6]([NH:8][C:9]1[S:10][CH:11]=[CH:12][N:13]=1)=[O:7])([CH3:4])([CH3:3])[CH3:2].[Li]C(C)(C)C.[CH:19]1[CH:24]=[CH:23][C:22]([S:25]([N:28]([S:30]([C:33]2[CH:38]=[CH:37][CH:36]=[CH:35][CH:34]=2)(=[O:32])=[O:31])[F:29])(=[O:27])=[O:26])=[CH:21][CH:20]=1.[NH4+].[Cl-].C(O)C(F)(F)[F:43], predict the reaction product. (2) Given the reactants [NH2:1][C:2]1[C:7]2[C:8]([C:14]3[CH:15]=C[C:17](F)=[C:18]([CH:21]=3)C#N)=[N:9][N:10]([CH:11]([CH3:13])[CH3:12])[C:6]=2[CH:5]=[CH:4][N:3]=1.[OH:23][NH:24][C:25](=O)[CH3:26].CC([O-])(C)C.[K+].C[N:35](C=O)C, predict the reaction product. The product is: [NH2:1][C:2]1[C:7]2[C:8]([C:14]3[CH:21]=[CH:18][C:17]4[O:23][N:24]=[C:25]([NH2:35])[C:26]=4[CH:15]=3)=[N:9][N:10]([CH:11]([CH3:12])[CH3:13])[C:6]=2[CH:5]=[CH:4][N:3]=1. (3) Given the reactants F[C:2]1[CH:7]=[CH:6][C:5]([N+:8]([O-:10])=[O:9])=[CH:4][CH:3]=1.[C:11]([O:15][C:16]([N:18]1[CH2:23][CH2:22][NH:21][CH2:20][CH2:19]1)=[O:17])([CH3:14])([CH3:13])[CH3:12].C(=O)([O-])[O-].[K+].[K+], predict the reaction product. The product is: [C:11]([O:15][C:16]([N:18]1[CH2:23][CH2:22][N:21]([C:2]2[CH:7]=[CH:6][C:5]([N+:8]([O-:10])=[O:9])=[CH:4][CH:3]=2)[CH2:20][CH2:19]1)=[O:17])([CH3:14])([CH3:12])[CH3:13]. (4) Given the reactants [Br:1][C:2]1[CH:7]=[CH:6][C:5]([OH:8])=[CH:4][CH:3]=1.I[CH2:10][CH2:11][CH2:12][O:13][CH2:14][C:15]1[CH:20]=[CH:19][CH:18]=[CH:17][C:16]=1[O:21][CH3:22].C(=O)([O-])[O-].[K+].[K+], predict the reaction product. The product is: [Br:1][C:2]1[CH:7]=[CH:6][C:5]([O:8][CH2:10][CH2:11][CH2:12][O:13][CH2:14][C:15]2[CH:20]=[CH:19][CH:18]=[CH:17][C:16]=2[O:21][CH3:22])=[CH:4][CH:3]=1. (5) Given the reactants [Cl:1][C:2]1[C:3]([O:25][CH2:26][CH2:27][O:28][CH3:29])=[CH:4][C:5]2[CH:14]([CH3:15])[CH:13]([CH2:16][CH3:17])[N:12]3[CH:7]([CH2:8][C:9](=[O:23])[C:10]([C:18]([O:20][CH2:21][CH3:22])=[O:19])=[CH:11]3)[C:6]=2[CH:24]=1.C1(Cl)C(=O)C(Cl)=C(Cl)C(=O)C=1Cl, predict the reaction product. The product is: [Cl:1][C:2]1[C:3]([O:25][CH2:26][CH2:27][O:28][CH3:29])=[CH:4][C:5]2[CH:14]([CH3:15])[CH:13]([CH2:16][CH3:17])[N:12]3[C:7](=[CH:8][C:9](=[O:23])[C:10]([C:18]([O:20][CH2:21][CH3:22])=[O:19])=[CH:11]3)[C:6]=2[CH:24]=1.